This data is from Catalyst prediction with 721,799 reactions and 888 catalyst types from USPTO. The task is: Predict which catalyst facilitates the given reaction. (1) Reactant: [N+:1]([C:4]1[CH:5]=[C:6]([CH2:10][CH2:11][OH:12])[CH:7]=[CH:8][CH:9]=1)([O-:3])=[O:2].N1C=CC=CC=1.[CH3:19][S:20](Cl)(=[O:22])=[O:21]. Product: [N+:1]([C:4]1[CH:5]=[C:6]([CH2:10][CH2:11][O:12][S:20]([CH3:19])(=[O:22])=[O:21])[CH:7]=[CH:8][CH:9]=1)([O-:3])=[O:2]. The catalyst class is: 4. (2) Reactant: [OH:1][CH2:2][CH:3]1[CH2:8][CH2:7][CH2:6][N:5]([C:9]([O:11][C:12]([CH3:15])([CH3:14])[CH3:13])=[O:10])[CH2:4]1.[H-].[Na+].[CH3:18]I. Product: [CH3:18][O:1][CH2:2][CH:3]1[CH2:8][CH2:7][CH2:6][N:5]([C:9]([O:11][C:12]([CH3:15])([CH3:14])[CH3:13])=[O:10])[CH2:4]1. The catalyst class is: 3. (3) Reactant: Cl[C:2]1[C:11]([C:12]([OH:14])=[O:13])=[C:10]2[N:5]([CH2:6][CH2:7][CH2:8][CH2:9]2)[C:4](=[O:15])[C:3]=1[F:16].[F:17][C:18]1[CH:24]=[C:23]([I:25])[CH:22]=[CH:21][C:19]=1[NH2:20].C[Si](C)(C)[N-][Si](C)(C)C.[Li+]. Product: [F:16][C:3]1[C:4](=[O:15])[N:5]2[C:10](=[C:11]([C:12]([OH:14])=[O:13])[C:2]=1[NH:20][C:19]1[CH:21]=[CH:22][C:23]([I:25])=[CH:24][C:18]=1[F:17])[CH2:9][CH2:8][CH2:7][CH2:6]2. The catalyst class is: 1. (4) Reactant: [CH:1]1([CH:4]([C:11]2[CH:16]=[CH:15][N:14]=[C:13]([O:17][CH2:18][CH:19]3[CH2:24][CH2:23][N:22]([C:25]4[CH:30]=[C:29]([OH:31])[CH:28]=[CH:27][C:26]=4[C:32](=[O:46])[N:33]([CH2:41][C:42]([CH3:45])([CH3:44])[CH3:43])[C:34]4[CH:39]=[CH:38][CH:37]=[C:36]([CH3:40])[N:35]=4)[CH2:21][CH2:20]3)[CH:12]=2)[CH2:5][C:6]([O:8]CC)=[O:7])[CH2:3][CH2:2]1.Cl[C:48]([F:54])([F:53])C(OC)=O.C(=O)([O-])[O-].[Cs+].[Cs+].O. The catalyst class is: 44. Product: [CH:1]1([CH:4]([C:11]2[CH:16]=[CH:15][N:14]=[C:13]([O:17][CH2:18][CH:19]3[CH2:20][CH2:21][N:22]([C:25]4[CH:30]=[C:29]([O:31][CH:48]([F:54])[F:53])[CH:28]=[CH:27][C:26]=4[C:32](=[O:46])[N:33]([CH2:41][C:42]([CH3:44])([CH3:45])[CH3:43])[C:34]4[CH:39]=[CH:38][CH:37]=[C:36]([CH3:40])[N:35]=4)[CH2:23][CH2:24]3)[CH:12]=2)[CH2:5][C:6]([OH:8])=[O:7])[CH2:2][CH2:3]1.